This data is from Full USPTO retrosynthesis dataset with 1.9M reactions from patents (1976-2016). The task is: Predict the reactants needed to synthesize the given product. (1) Given the product [CH2:40]([NH:47][C:7]([C:6]1[S:5][CH:4]=[N:3][C:2]=1[CH3:1])=[O:9])[C:41]1[CH:46]=[CH:45][CH:44]=[CH:43][CH:42]=1, predict the reactants needed to synthesize it. The reactants are: [CH3:1][C:2]1[N:3]=[CH:4][S:5][C:6]=1[C:7]([OH:9])=O.ON1C2C=CC=CC=2N=N1.CN(C)CCCN=C=NCC.C(N(CC)C(C)C)(C)C.[CH2:40]([NH2:47])[C:41]1[CH:46]=[CH:45][CH:44]=[CH:43][CH:42]=1. (2) Given the product [C:1]([C:4]1[N:5]=[C:6]([C:24]([CH3:26])=[CH2:25])[C:7]([O:11][C@@H:12]2[CH2:16][CH2:15][N:14]([C:17]([O:19][C:20]([CH3:23])([CH3:22])[CH3:21])=[O:18])[CH2:13]2)=[N:8][C:9]=1[NH:45][C:44]1[CH:46]=[CH:47][C:41]([N:38]2[CH2:39][CH2:40][CH:35]([N:32]3[CH2:33][CH2:34][N:29]([CH3:28])[CH2:30][CH2:31]3)[CH2:36][CH2:37]2)=[CH:42][CH:43]=1)(=[O:3])[NH2:2], predict the reactants needed to synthesize it. The reactants are: [C:1]([C:4]1[N:5]=[C:6]([C:24](O)([CH3:26])[CH3:25])[C:7]([O:11][C@@H:12]2[CH2:16][CH2:15][N:14]([C:17]([O:19][C:20]([CH3:23])([CH3:22])[CH3:21])=[O:18])[CH2:13]2)=[N:8][C:9]=1Cl)(=[O:3])[NH2:2].[CH3:28][N:29]1[CH2:34][CH2:33][N:32]([CH:35]2[CH2:40][CH2:39][N:38]([C:41]3[CH:47]=[CH:46][C:44]([NH2:45])=[CH:43][CH:42]=3)[CH2:37][CH2:36]2)[CH2:31][CH2:30]1.C(N(C(C)C)CC)(C)C.CN1CCCC1=O.